Dataset: Full USPTO retrosynthesis dataset with 1.9M reactions from patents (1976-2016). Task: Predict the reactants needed to synthesize the given product. (1) The reactants are: O[CH2:2][C:3]1[N:7]([CH2:8][CH:9]([OH:11])[CH3:10])[N:6]=[C:5]([N+:12]([O-:14])=[O:13])[CH:4]=1.P(Br)(Br)([Br:17])=O. Given the product [Br:17][CH2:2][C:3]1[N:7]([CH2:8][CH:9]([OH:11])[CH3:10])[N:6]=[C:5]([N+:12]([O-:14])=[O:13])[CH:4]=1, predict the reactants needed to synthesize it. (2) The reactants are: Cl[C:2]1[C:3]([CH3:13])=[N:4][C:5]2[C:10]([N:11]=1)=[C:9]([Cl:12])[CH:8]=[CH:7][CH:6]=2.[F:14][C:15]([F:26])([F:25])[C:16]1[CH:21]=[CH:20][CH:19]=[CH:18][C:17]=1B(O)O.C(O)(O)=O. Given the product [Cl:12][C:9]1[CH:8]=[CH:7][CH:6]=[C:5]2[C:10]=1[N:11]=[C:2]([C:17]1[CH:18]=[CH:19][CH:20]=[CH:21][C:16]=1[C:15]([F:26])([F:25])[F:14])[C:3]([CH3:13])=[N:4]2, predict the reactants needed to synthesize it. (3) Given the product [OH:2][C:3]1[CH:4]=[CH:5][C:6]([C:9]2[C:10]([CH3:16])([CH3:15])[C:11](=[O:14])[NH:12][N:13]=2)=[CH:7][CH:8]=1, predict the reactants needed to synthesize it. The reactants are: C[O:2][C:3]1[CH:8]=[CH:7][C:6]([C:9]2[C:10]([CH3:16])([CH3:15])[C:11](=[O:14])[NH:12][N:13]=2)=[CH:5][CH:4]=1.[Cl-].[Al+3].[Cl-].[Cl-].O. (4) Given the product [F:18][C:10]1[CH:11]=[C:12]([N+:15]([O-:17])=[O:16])[CH:13]=[CH:14][C:9]=1[NH:8][C:6]1[CH:5]=[CH:4][N:3]=[C:2]([NH:24][C:22]([CH:19]2[CH2:21][CH2:20]2)=[O:23])[CH:7]=1, predict the reactants needed to synthesize it. The reactants are: Cl[C:2]1[CH:7]=[C:6]([NH:8][C:9]2[CH:14]=[CH:13][C:12]([N+:15]([O-:17])=[O:16])=[CH:11][C:10]=2[F:18])[CH:5]=[CH:4][N:3]=1.[CH:19]1([C:22]([NH2:24])=[O:23])[CH2:21][CH2:20]1.C([O-])([O-])=O.[Cs+].[Cs+].C1(P(C2C=CC=CC=2)C2C=CC3C(=CC=CC=3)C=2C2C3C(=CC=CC=3)C=CC=2P(C2C=CC=CC=2)C2C=CC=CC=2)C=CC=CC=1. (5) Given the product [CH3:1][O:2][C:3]1[C:4]([CH2:11][S:12]([C:13]2[NH:23][C:16]3=[N:17][C:18]([O:21][CH3:22])=[CH:19][CH:20]=[C:15]3[N:14]=2)=[O:29])=[N:5][CH:6]=[CH:7][C:8]=1[O:9][CH3:10], predict the reactants needed to synthesize it. The reactants are: [CH3:1][O:2][C:3]1[C:4]([CH2:11][S:12][C:13]2[NH:23][C:16]3=[N:17][C:18]([O:21][CH3:22])=[CH:19][CH:20]=[C:15]3[N:14]=2)=[N:5][CH:6]=[CH:7][C:8]=1[O:9][CH3:10].ClC1C=C(C=CC=1)C(OO)=[O:29]. (6) The reactants are: Br[C:2]1[CH:7]=[C:6]([C:8]2[CH:13]=[CH:12][CH:11]=[CH:10][CH:9]=2)[CH:5]=[CH:4][N:3]=1.[C:14]([O:18][C:19]([N:21]1[CH2:26][CH2:25][NH:24][CH2:23][CH2:22]1)=[O:20])([CH3:17])([CH3:16])[CH3:15]. Given the product [C:8]1([C:6]2[CH:5]=[CH:4][N:3]=[C:2]([N:24]3[CH2:23][CH2:22][N:21]([C:19]([O:18][C:14]([CH3:17])([CH3:16])[CH3:15])=[O:20])[CH2:26][CH2:25]3)[CH:7]=2)[CH:13]=[CH:12][CH:11]=[CH:10][CH:9]=1, predict the reactants needed to synthesize it. (7) Given the product [CH2:25]([NH:26][C:16](=[O:17])[C:15]1[CH:20]=[CH:21][N:22]=[C:13]([N:10]2[C:11](=[O:12])[N:7]([CH2:6][C:5]3[CH:23]=[CH:24][C:2]([F:1])=[CH:3][CH:4]=3)[N:8]=[CH:9]2)[CH:14]=1)[C:2]1[CH:24]=[CH:23][CH:5]=[CH:4][CH:3]=1, predict the reactants needed to synthesize it. The reactants are: [F:1][C:2]1[CH:24]=[CH:23][C:5]([CH2:6][N:7]2[C:11](=[O:12])[N:10]([C:13]3[CH:14]=[C:15]([CH:20]=[CH:21][N:22]=3)[C:16](OC)=[O:17])[CH:9]=[N:8]2)=[CH:4][CH:3]=1.[C-:25]#[N:26].[Na+]. (8) The reactants are: [CH2:1]([NH:3][C:4]([C:6]1[C:10](I)=[C:9]([C:12]2[CH:17]=[C:16]([CH:18]([CH3:20])[CH3:19])[C:15]([O:21][CH2:22][C:23]3[CH:28]=[CH:27][CH:26]=[CH:25][CH:24]=3)=[CH:14][C:13]=2[O:29][CH2:30][C:31]2[CH:36]=[CH:35][CH:34]=[CH:33][CH:32]=2)[O:8][N:7]=1)=[O:5])[CH3:2].[NH:37]1[CH2:42][CH2:41][O:40][CH2:39][CH2:38]1.C([BH3-])#N.[Na+].[C:47](O)(=O)[CH3:48]. Given the product [CH2:1]([NH:3][C:4]([C:6]1[C:10]([C:9]2[CH:12]=[CH:13][C:47]([CH2:48][N:37]3[CH2:42][CH2:41][O:40][CH2:39][CH2:38]3)=[CH:6][CH:10]=2)=[C:9]([C:12]2[CH:17]=[C:16]([CH:18]([CH3:20])[CH3:19])[C:15]([O:21][CH2:22][C:23]3[CH:28]=[CH:27][CH:26]=[CH:25][CH:24]=3)=[CH:14][C:13]=2[O:29][CH2:30][C:31]2[CH:36]=[CH:35][CH:34]=[CH:33][CH:32]=2)[O:8][N:7]=1)=[O:5])[CH3:2], predict the reactants needed to synthesize it. (9) Given the product [C:44]([O:43][C:42]([NH:41][CH2:40][CH2:39][N:1]([C@H:2]1[CH2:7][CH2:6][CH2:5][N:4]([CH2:8][C:9]2[C:18]([Cl:19])=[C:17]3[C:12]([C:13](=[O:33])[N:14]([CH2:20][C:21]4[CH:26]=[C:25]([Cl:27])[CH:24]=[CH:23][C:22]=4[S:28]([CH2:31][CH3:32])(=[O:30])=[O:29])[CH:15]=[N:16]3)=[CH:11][C:10]=2[C:34]([F:35])([F:36])[F:37])[CH2:3]1)[CH2:39][CH2:40][NH:41][C:42](=[O:48])[O:43][C:44]([CH3:47])([CH3:46])[CH3:45])=[O:48])([CH3:47])([CH3:46])[CH3:45], predict the reactants needed to synthesize it. The reactants are: [NH2:1][C@H:2]1[CH2:7][CH2:6][CH2:5][N:4]([CH2:8][C:9]2[C:18]([Cl:19])=[C:17]3[C:12]([C:13](=[O:33])[N:14]([CH2:20][C:21]4[CH:26]=[C:25]([Cl:27])[CH:24]=[CH:23][C:22]=4[S:28]([CH2:31][CH3:32])(=[O:30])=[O:29])[CH:15]=[N:16]3)=[CH:11][C:10]=2[C:34]([F:37])([F:36])[F:35])[CH2:3]1.O=[CH:39][CH2:40][NH:41][C:42](=[O:48])[O:43][C:44]([CH3:47])([CH3:46])[CH3:45].